Dataset: Catalyst prediction with 721,799 reactions and 888 catalyst types from USPTO. Task: Predict which catalyst facilitates the given reaction. (1) Product: [C:12]1([N:5]2[C:6]3[N:7]=[CH:8][CH:9]=[CH:10][C:11]=3[C:2]3[NH:29][N:30]=[C:19]([CH2:20][CH:21]4[CH2:22][CH2:23][O:24][CH2:25][CH2:26]4)[C:3]=3[C:4]2=[O:18])[CH:13]=[CH:14][CH:15]=[CH:16][CH:17]=1. Reactant: O[C:2]1[C:11]2[C:6](=[N:7][CH:8]=[CH:9][CH:10]=2)[N:5]([C:12]2[CH:17]=[CH:16][CH:15]=[CH:14][CH:13]=2)[C:4](=[O:18])[C:3]=1[C:19](=O)[CH2:20][CH:21]1[CH2:26][CH2:25][O:24][CH2:23][CH2:22]1.O.[NH2:29][NH2:30].C(=O)([O-])O.[Na+]. The catalyst class is: 3. (2) Reactant: Cl.Cl.[NH:3]1[CH2:7][CH2:6][CH:5]([NH:8][C:9]([C:11]2[CH:31]=[CH:30][C:14]3[N:15]([CH3:29])[C:16]([NH:18][C:19]4[S:20][C:21]5[CH:27]=[C:26]([Cl:28])[CH:25]=[CH:24][C:22]=5[N:23]=4)=[N:17][C:13]=3[CH:12]=2)=[O:10])[CH2:4]1.[C:32]([O:36][C:37](=[O:42])[NH:38][CH2:39][CH:40]=O)([CH3:35])([CH3:34])[CH3:33].[BH-](OC(C)=O)(OC(C)=O)OC(C)=O.[Na+]. Product: [C:32]([O:36][C:37](=[O:42])[NH:38][CH2:39][CH2:40][N:3]1[CH2:7][CH2:6][CH:5]([NH:8][C:9]([C:11]2[CH:31]=[CH:30][C:14]3[N:15]([CH3:29])[C:16]([NH:18][C:19]4[S:20][C:21]5[CH:27]=[C:26]([Cl:28])[CH:25]=[CH:24][C:22]=5[N:23]=4)=[N:17][C:13]=3[CH:12]=2)=[O:10])[CH2:4]1)([CH3:35])([CH3:34])[CH3:33]. The catalyst class is: 2.